Predict the reactants needed to synthesize the given product. From a dataset of Full USPTO retrosynthesis dataset with 1.9M reactions from patents (1976-2016). (1) Given the product [C:1]([C:5]1[S:6][C:7]([CH2:13][NH:14][C:15]2[CH:20]=[CH:19][CH:18]=[C:17]([C:21]3[CH:26]=[C:25]([NH:27][C:28]4[CH:33]=[CH:32][N:31]=[CH:30][N:29]=4)[C:24](=[O:34])[N:23]([CH3:35])[CH:22]=3)[C:16]=2[CH2:36][O:37][Si:38]([C:41]([CH3:44])([CH3:43])[CH3:42])([CH3:40])[CH3:39])=[C:8]([C:10]([O:12][CH3:45])=[O:11])[N:9]=1)([CH3:4])([CH3:2])[CH3:3], predict the reactants needed to synthesize it. The reactants are: [C:1]([C:5]1[S:6][C:7]([CH2:13][NH:14][C:15]2[CH:20]=[CH:19][CH:18]=[C:17]([C:21]3[CH:26]=[C:25]([NH:27][C:28]4[CH:33]=[CH:32][N:31]=[CH:30][N:29]=4)[C:24](=[O:34])[N:23]([CH3:35])[CH:22]=3)[C:16]=2[CH2:36][O:37][Si:38]([C:41]([CH3:44])([CH3:43])[CH3:42])([CH3:40])[CH3:39])=[C:8]([C:10]([OH:12])=[O:11])[N:9]=1)([CH3:4])([CH3:3])[CH3:2].[C:45](C1SC(CNC2C=CC=C(C3C=C(NC4NN=C(C5CC5)C=4)C(=O)N(C)C=3)C=2CO[Si](C(C)(C)C)(C)C)=C(C(OC)=O)N=1)(C)(C)C. (2) Given the product [C:14]1(=[CH:5][C:6]#[N:7])[CH2:19][CH2:18][CH2:17][CH2:16][CH2:15]1, predict the reactants needed to synthesize it. The reactants are: [H-].[Na+].P(=O)([O-])O[C:5](CC)(CC)[C:6]#[N:7].[C:14]1(=O)[CH2:19][CH2:18][CH2:17][CH2:16][CH2:15]1. (3) Given the product [CH3:1][O:2][C:3]1[CH:11]=[CH:10][C:6]([C:7]2[C:14]([C:13]3[CH:12]=[CH:17][C:31]([O:30][CH3:27])=[CH:33][CH:20]=3)=[N:16][O:9][N:8]=2)=[CH:5][CH:4]=1, predict the reactants needed to synthesize it. The reactants are: [CH3:1][O:2][C:3]1[CH:11]=[CH:10][C:6]([CH:7]=[N:8][OH:9])=[CH:5][CH:4]=1.[CH2:12]1[C:17](=O)[N:16](Cl)[C:14](=O)[CH2:13]1.[CH3:20]CN(CC)CC.[C:27]([O:30][C:31]([CH3:33])=C)(=O)C. (4) Given the product [O:19]=[C:14]1[NH:15][C:16]2[C:11](=[CH:10][C:9]([C:6]3[CH:5]=[CH:4][C:3]([C:2]([F:1])([F:20])[F:21])=[CH:8][CH:7]=3)=[CH:18][CH:17]=2)[N:12]([CH2:23][C:24]#[N:25])[CH2:13]1, predict the reactants needed to synthesize it. The reactants are: [F:1][C:2]([F:21])([F:20])[C:3]1[CH:8]=[CH:7][C:6]([C:9]2[CH:10]=[C:11]3[C:16](=[CH:17][CH:18]=2)[NH:15][C:14](=[O:19])[CH2:13][NH:12]3)=[CH:5][CH:4]=1.Br[CH2:23][C:24]#[N:25].C(=O)([O-])O.[Na+]. (5) Given the product [Br:11][C:12]1[CH:21]=[CH:20][CH:19]=[C:18]2[C:13]=1[N:14]=[C:15]([NH:24][C:25]1[CH:30]=[CH:29][CH:28]=[CH:27][CH:26]=1)[C:16]([CH3:22])=[N:17]2, predict the reactants needed to synthesize it. The reactants are: [Li+].C[Si]([N-][Si](C)(C)C)(C)C.[Br:11][C:12]1[CH:21]=[CH:20][CH:19]=[C:18]2[C:13]=1[N:14]=[C:15](Cl)[C:16]([CH3:22])=[N:17]2.[NH2:24][C:25]1[CH:30]=[CH:29][CH:28]=[CH:27][CH:26]=1. (6) Given the product [OH:7][C:8]1([C:9]2[CH:14]=[CH:13][N:12]=[CH:11][C:10]=2[N:15]2[CH2:19][CH2:18][N:17]([C:20]3[CH:25]=[CH:24][CH:23]=[C:22]([C:26]([F:28])([F:27])[F:29])[CH:21]=3)[C:16]2=[O:30])[CH2:2][CH2:1]1, predict the reactants needed to synthesize it. The reactants are: [CH3:1][CH2:2][Mg+].[Br-].C([O:7][C:8](=O)[C:9]1[CH:14]=[CH:13][N:12]=[CH:11][C:10]=1[N:15]1[CH2:19][CH2:18][N:17]([C:20]2[CH:25]=[CH:24][CH:23]=[C:22]([C:26]([F:29])([F:28])[F:27])[CH:21]=2)[C:16]1=[O:30])C.C(OCC)(=O)C.